From a dataset of Forward reaction prediction with 1.9M reactions from USPTO patents (1976-2016). Predict the product of the given reaction. (1) Given the reactants Cl.I[C:3]1[C:11]2[C:10]([NH2:12])=[N:9][CH:8]=[N:7][C:6]=2[N:5]([C@H:13]2[CH2:18][CH2:17][C@H:16]([N:19]3[CH2:24][CH2:23][N:22]([CH3:25])[CH2:21][CH2:20]3)[CH2:15][CH2:14]2)[CH:4]=1.[O:26]([C:33]1[CH:40]=[CH:39][C:38](B2[O:45][C:44]([CH3:47])(C)C(C)(C)O2)=[CH:37][C:34]=1[CH:35]=[O:36])[C:27]1[CH:32]=[CH:31][CH:30]=[CH:29][CH:28]=1.[OH2:50].C(=O)([O-])[O-:52].[Na+].[Na+], predict the reaction product. The product is: [C:44]([OH:52])(=[O:45])[CH3:47].[C:27]([OH:26])(=[O:50])[CH3:28].[NH2:12][C:10]1[C:11]2[C:3]([C:38]3[CH:39]=[CH:40][C:33]([O:26][C:27]4[CH:32]=[CH:31][CH:30]=[CH:29][CH:28]=4)=[C:34]([CH:37]=3)[CH:35]=[O:36])=[CH:4][N:5]([C@H:13]3[CH2:18][CH2:17][C@H:16]([N:19]4[CH2:24][CH2:23][N:22]([CH3:25])[CH2:21][CH2:20]4)[CH2:15][CH2:14]3)[C:6]=2[N:7]=[CH:8][N:9]=1. (2) Given the reactants C(N(CC)CC)C.I[C:9]1[CH:10]=[CH:11][C:12]2[N:13]([CH:15]=[CH:16][N:17]=2)[CH:14]=1.[CH3:18][Si:19]([C:22]#[CH:23])([CH3:21])[CH3:20].O, predict the reaction product. The product is: [CH3:18][Si:19]([C:22]#[C:23][C:9]1[CH:10]=[CH:11][C:12]2[N:13]([CH:15]=[CH:16][N:17]=2)[CH:14]=1)([CH3:21])[CH3:20]. (3) Given the reactants [Cl:1][C:2]1[C:7]([Cl:8])=[CH:6][CH:5]=[CH:4][C:3]=1[S:9]([N:12]([C:21]1[C:26]([O:27][CH3:28])=[N:25][C:24](Cl)=[C:23]([Cl:30])[N:22]=1)COCC[Si](C)(C)C)(=[O:11])=[O:10].Cl.[NH:32]1[CH2:35][CH:34]([OH:36])[CH2:33]1.C(N([CH2:42][CH3:43])CC)C, predict the reaction product. The product is: [C:34]([O:36][CH2:42][CH3:43])(=[O:10])[CH3:35].[CH3:4][CH2:5][CH2:6][CH:7]([CH3:2])[CH3:33].[Cl:1][C:2]1[C:7]([Cl:8])=[CH:6][CH:5]=[CH:4][C:3]=1[S:9]([NH:12][C:21]1[C:26]([O:27][CH3:28])=[N:25][C:24]([N:32]2[CH2:35][CH:34]([OH:36])[CH2:33]2)=[C:23]([Cl:30])[N:22]=1)(=[O:10])=[O:11]. (4) Given the reactants [F:1][C:2]1[CH:11]=[CH:10][CH:9]=[C:8]2[C:3]=1[CH2:4][CH2:5][CH2:6][C:7]2=[CH:12][C:13]([O:15][CH2:16][CH3:17])=[O:14], predict the reaction product. The product is: [F:1][C:2]1[CH:11]=[CH:10][CH:9]=[C:8]2[C:3]=1[CH2:4][CH2:5][CH2:6][CH:7]2[CH2:12][C:13]([O:15][CH2:16][CH3:17])=[O:14]. (5) Given the reactants [Br:1][C:2]1[CH:3]=[C:4]([CH:7]=[CH:8][C:9]=1[O:10][CH:11]([CH3:13])[CH3:12])[C:5]#[N:6].[NH2:14][OH:15], predict the reaction product. The product is: [Br:1][C:2]1[CH:3]=[C:4]([CH:7]=[CH:8][C:9]=1[O:10][CH:11]([CH3:13])[CH3:12])/[C:5](=[N:14]/[OH:15])/[NH2:6]. (6) Given the reactants [CH2:1]([O:8][C:9](=[O:17])[NH:10][C@H:11]([CH3:16])/[C:12](/[NH2:15])=[N:13]/[OH:14])[C:2]1[CH:7]=[CH:6][CH:5]=[CH:4][CH:3]=1.[C:18](N1C=CN=C1)(=O)[CH3:19], predict the reaction product. The product is: [CH2:1]([O:8][C:9](=[O:17])[NH:10][C@@H:11]([C:12]1[N:15]=[C:18]([CH3:19])[O:14][N:13]=1)[CH3:16])[C:2]1[CH:3]=[CH:4][CH:5]=[CH:6][CH:7]=1. (7) Given the reactants [F:1][C:2]([F:24])([F:23])[C:3]1[CH:11]=[C:10]2[C:6]([CH:7]=[C:8]([C:20](O)=[O:21])[N:9]2[CH2:12][C:13]2[CH:18]=[CH:17][CH:16]=[C:15]([F:19])[CH:14]=2)=[CH:5][CH:4]=1.[OH:25][CH:26]1[CH2:29][N:28]([C:30]2[CH:35]=[CH:34][C:33]([NH2:36])=[CH:32][N:31]=2)[CH2:27]1, predict the reaction product. The product is: [OH:25][CH:26]1[CH2:29][N:28]([C:30]2[N:31]=[CH:32][C:33]([NH:36][C:20]([C:8]3[N:9]([CH2:12][C:13]4[CH:18]=[CH:17][CH:16]=[C:15]([F:19])[CH:14]=4)[C:10]4[C:6]([CH:7]=3)=[CH:5][CH:4]=[C:3]([C:2]([F:23])([F:1])[F:24])[CH:11]=4)=[O:21])=[CH:34][CH:35]=2)[CH2:27]1. (8) Given the reactants [F:1][C:2]1[CH:7]=[C:6]([F:8])[CH:5]=[CH:4][C:3]=1[C:9]1[CH:14]=[C:13]([N:15]2[C:19]3[CH:20]=[CH:21][C:22]([C:24]4[N:25]=[N:26][N:27]([CH2:29][CH2:30][C:31]([OH:34])([CH3:33])[CH3:32])[CH:28]=4)=[CH:23][C:18]=3[N:17]=[CH:16]2)[CH:12]=[C:11]([NH:35]C(=O)C)[CH:10]=1.[OH-].[Na+], predict the reaction product. The product is: [NH2:35][C:11]1[CH:12]=[C:13]([N:15]2[C:19]3[CH:20]=[CH:21][C:22]([C:24]4[N:25]=[N:26][N:27]([CH2:29][CH2:30][C:31]([CH3:33])([OH:34])[CH3:32])[CH:28]=4)=[CH:23][C:18]=3[N:17]=[CH:16]2)[CH:14]=[C:9]([C:3]2[CH:4]=[CH:5][C:6]([F:8])=[CH:7][C:2]=2[F:1])[CH:10]=1. (9) The product is: [OH:2][C:1]1[CH:8]=[CH:7][C:6]2[C:23]3[C:22](=[O:25])[C:21]4[C:16]([C:15](=[O:26])[C:14]=3[O:5][C:4]=2[CH:3]=1)=[CH:17][CH:18]=[CH:19][CH:20]=4. Given the reactants [C:1]1([CH:8]=[CH:7][CH:6]=[C:4]([OH:5])[CH:3]=1)[OH:2].[O-]CC.[Na+].Cl[C:14]1[C:15](=[O:26])[C:16]2[C:21]([C:22](=[O:25])[C:23]=1Cl)=[CH:20][CH:19]=[CH:18][CH:17]=2.Cl, predict the reaction product.